From a dataset of Experimentally validated miRNA-target interactions with 360,000+ pairs, plus equal number of negative samples. Binary Classification. Given a miRNA mature sequence and a target amino acid sequence, predict their likelihood of interaction. (1) The miRNA is mmu-miR-669a-3p with sequence ACAUAACAUACACACACACGUAU. The protein sequence of the target gene is MSFFGFGQSVEVEILLNDAESRKRAEHKTEDGKKEKYFLFYDGETVSGKVSLSLKNPNKRLEHQGIKIEFIGQIELYYDRGNHHEFVSLVKDLARPGEITQSQAFDFEFTHVEKPYESYTGQNVKLRYFLRATISRRLNDVVKEMDIVVHTLSTYPELNSSIKMEVGIEDCLHIEFEYNKSKYHLKDVIVGKIYFLLVRIKIKHMEIDIIKRETTGTGPNVYHENDTIAKYEIMDGAPVRGESIPIRLFLAGYELTPTMRDINKKFSVRYYLNLVLIDEEERRYFKQQEVVLWRKGDIVR.... Result: 0 (no interaction). (2) The miRNA is hsa-miR-7-5p with sequence UGGAAGACUAGUGAUUUUGUUGUU. The protein sequence of the target gene is MMLSPDQAADSDHPSSAHSDPESLGGTDTKVLGSVSDLEPVEEAEGDGKGGSRAALYPHPQQLSREEKRRRRRATAKYRSAHATRERIRVEAFNLAFAELRKLLPTLPPDKKLSKIEILRLAICYISYLNHVLDV. Result: 0 (no interaction). (3) The miRNA is mmu-miR-362-3p with sequence AACACACCUGUUCAAGGAUUCA. The protein sequence of the target gene is MNSTLFSKVENHSIHYNASENSPLLAFENDDCHLPLAVIFTLALAYGAVIILGVSGNLALIIIILKQKEMRNVTNILIVNLSFSDLLVAVMCLPFTFVYTLMDHWVFGETMCKLNPFVQCVSITVSIFSLVLIAVERHQLIINPRGWRPNNRHAYIGITVIWVLAVASSLPFVIYQILTDEPFQNVSLAAFKDKYVCFDKFPSDSHRLSYTTLLLVLQYFGPLCFIFICYFKIYIRLKRRNNMMDKIRDSKYRSSETKRINIMLLSIVVAFAVCWLPLTIFNTVFDWNHQIIATCNHNLL.... Result: 1 (interaction). (4) The protein sequence of the target gene is MWSLHIVLMRCSFRLTKSLATGPWSLILILFSVQYVYGSGKKYIGPCGGRDCSVCHCVPEKGSRGPPGPPGPQGPIGPLGAPGPIGLSGEKGMRGDRGPPGAAGDKGDKGPTGVPGFPGLDGIPGHPGPPGPRGKPGMSGHNGSRGDPGFPGGRGALGPGGPLGHPGEKGEKGNSVFILGAVKGIQGDRGDPGLPGLPGSWGAGGPAGPTGYPGEPGLVGPPGQPGRPGLKGNPGVGVKGQMGDPGEVGQQGSPGPTLLVEPPDFCLYKGEKGIKGIPGMVGLPGPPGRKGESGIGAKGE.... The miRNA is hsa-miR-1257 with sequence AGUGAAUGAUGGGUUCUGACC. Result: 1 (interaction).